Dataset: Catalyst prediction with 721,799 reactions and 888 catalyst types from USPTO. Task: Predict which catalyst facilitates the given reaction. (1) Reactant: N1C2C(=CC=CC=2)C(=O)[C:2]1=O.[N:12]1[C:21]2[C:16](=[CH:17][CH:18]=[CH:19][CH:20]=2)[C:15]([C:22]([OH:24])=[O:23])=[CH:14][CH:13]=1. Product: [CH3:2][C:13]1[CH:14]=[C:15]([C:22]([OH:24])=[O:23])[C:16]2[C:21](=[CH:20][CH:19]=[CH:18][CH:17]=2)[N:12]=1. The catalyst class is: 21. (2) Reactant: [CH:1]1[C:6]2[C:7](=O)[NH:8][C:9]3[CH:15]=[CH:14][CH:13]=[CH:12][C:10]=3[S:11][C:5]=2[CH:4]=[CH:3][CH:2]=1.P(Cl)(Cl)([Cl:19])=O.CN(C)C1C=CC=CC=1. Product: [Cl:19][C:7]1[C:6]2[CH:1]=[CH:2][CH:3]=[CH:4][C:5]=2[S:11][C:10]2[CH:12]=[CH:13][CH:14]=[CH:15][C:9]=2[N:8]=1. The catalyst class is: 11. (3) Reactant: [Cl:1][C:2]1[CH:31]=[CH:30][CH:29]=[C:28]([F:32])[C:3]=1[C:4]([NH:6][C:7]1[CH:16]=[C:15]2[C:10]([CH2:11][CH2:12][CH2:13][N:14]2[S:17]([C:20]2[CH:25]=[CH:24][C:23]([F:26])=[CH:22][CH:21]=2)(=[O:19])=[O:18])=[CH:9][C:8]=1C)=[O:5].[O-:33][Mn](=O)(=O)=O.[K+]. Product: [Cl:1][C:2]1[CH:31]=[CH:30][CH:29]=[C:28]([F:32])[C:3]=1[C:4]([NH:6][C:7]1[CH:16]=[C:15]2[C:10]([C:11](=[O:33])[CH2:12][CH2:13][N:14]2[S:17]([C:20]2[CH:25]=[CH:24][C:23]([F:26])=[CH:22][CH:21]=2)(=[O:19])=[O:18])=[CH:9][CH:8]=1)=[O:5]. The catalyst class is: 12. (4) Reactant: [Cl-].[NH3+:2][CH2:3][CH2:4][CH2:5][CH2:6][C:7]([C:9]1[CH:10]=[NH+:11][CH:12]=[CH:13][CH:14]=1)=O.[Cl-].[N+:16]([C:19]1[CH:24]=[CH:23][C:22]([C:25]2[O:31][C:28]([CH:29]=O)=[CH:27][CH:26]=2)=[CH:21][CH:20]=1)([O-:18])=[O:17]. Product: [N+:16]([C:19]1[CH:20]=[CH:21][C:22]([C:25]2[O:31][C:28]([CH:29]=[C:6]3[CH2:5][CH2:4][CH2:3][N:2]=[C:7]3[C:9]3[CH:10]=[N:11][CH:12]=[CH:13][CH:14]=3)=[CH:27][CH:26]=2)=[CH:23][CH:24]=1)([O-:18])=[O:17]. The catalyst class is: 32.